Dataset: NCI-60 drug combinations with 297,098 pairs across 59 cell lines. Task: Regression. Given two drug SMILES strings and cell line genomic features, predict the synergy score measuring deviation from expected non-interaction effect. Drug 1: CN(C)N=NC1=C(NC=N1)C(=O)N. Drug 2: C1=NC2=C(N=C(N=C2N1C3C(C(C(O3)CO)O)F)Cl)N. Cell line: OVCAR3. Synergy scores: CSS=41.2, Synergy_ZIP=-1.43, Synergy_Bliss=3.95, Synergy_Loewe=-9.57, Synergy_HSA=3.99.